This data is from Reaction yield outcomes from USPTO patents with 853,638 reactions. The task is: Predict the reaction yield, written as a fraction of the theoretical maximum amount of product (1.0 means a 100% yield; for example, 0.34 means a 34% yield). (1) The reactants are CC1(C)C(C)(C)OB([C:9]2[CH:10]=[C:11]3[C:17]([C:18]4[CH:23]=[CH:22][C:21]([O:24]S(C5C=CC(C)=CC=5)(=O)=O)=[CH:20][CH:19]=4)=[CH:16][N:15](S(C4C=CC(C)=CC=4)(=O)=O)[C:12]3=[N:13][CH:14]=2)O1.C(#N)C.C(=O)([O-])[O-].[Na+].[Na+].Br[C:56]1[N:57]([CH3:61])[CH:58]=[CH:59][N:60]=1. The catalyst is CS(C)=O.CO. The product is [CH3:61][N:57]1[CH:58]=[CH:59][N:60]=[C:56]1[C:9]1[CH:10]=[C:11]2[C:17]([C:18]3[CH:19]=[CH:20][C:21]([OH:24])=[CH:22][CH:23]=3)=[CH:16][NH:15][C:12]2=[N:13][CH:14]=1. The yield is 0.520. (2) The reactants are [I:1]N1C(=O)CCC1=O.[NH2:9][C:10]1[C:11]([C:16]([O:18][CH3:19])=[O:17])=[N:12][CH:13]=[CH:14][N:15]=1. The catalyst is CN(C)C=O. The product is [NH2:9][C:10]1[C:11]([C:16]([O:18][CH3:19])=[O:17])=[N:12][C:13]([I:1])=[CH:14][N:15]=1. The yield is 0.880.